Task: Regression/Classification. Given a drug SMILES string, predict its absorption, distribution, metabolism, or excretion properties. Task type varies by dataset: regression for continuous measurements (e.g., permeability, clearance, half-life) or binary classification for categorical outcomes (e.g., BBB penetration, CYP inhibition). Dataset: cyp2d6_veith.. Dataset: CYP2D6 inhibition data for predicting drug metabolism from PubChem BioAssay (1) The drug is CC(=O)NCCNc1nc(-c2ccccc2Cl)nc2ccccc12. The result is 1 (inhibitor). (2) The drug is CC1CCN(CC(C)CNC(=O)c2cc(-c3ccccn3)nc3ccccc23)CC1. The result is 1 (inhibitor). (3) The molecule is CN(C)c1ccc(-c2nc(N3CCNCC3)c3ccccc3n2)cc1. The result is 1 (inhibitor). (4) The compound is CCCn1cnc2c(SCC(=O)O)nc(N)nc21. The result is 0 (non-inhibitor). (5) The compound is O=C(O)CCC(=O)Nc1ccc2ccccc2c1. The result is 0 (non-inhibitor).